Dataset: Forward reaction prediction with 1.9M reactions from USPTO patents (1976-2016). Task: Predict the product of the given reaction. (1) Given the reactants [Cl:1][C:2]1[CH:14]=[CH:13][C:5]2[S:6][C:7]([C:10]([OH:12])=O)=[C:8]([CH3:9])[C:4]=2[CH:3]=1.C([O:17][C:18](=[O:40])[C:19]([O:22][C:23]1[CH:28]=[CH:27][C:26]([O:29][C:30]2[CH:35]=[C:34]([CH3:36])[CH:33]=[C:32]([CH2:37][NH2:38])[CH:31]=2)=[CH:25][C:24]=1[CH3:39])([CH3:21])[CH3:20])C, predict the reaction product. The product is: [Cl:1][C:2]1[CH:14]=[CH:13][C:5]2[S:6][C:7]([C:10]([NH:38][CH2:37][C:32]3[CH:31]=[C:30]([CH:35]=[C:34]([CH3:36])[CH:33]=3)[O:29][C:26]3[CH:27]=[CH:28][C:23]([O:22][C:19]([CH3:21])([CH3:20])[C:18]([OH:40])=[O:17])=[C:24]([CH3:39])[CH:25]=3)=[O:12])=[C:8]([CH3:9])[C:4]=2[CH:3]=1. (2) The product is: [Cl:1][C:2]1[N:3]=[C:4]([Cl:9])[CH:5]=[C:6]([N:10]2[CH2:15][CH2:14][CH2:13][CH2:12][CH2:11]2)[N:7]=1. Given the reactants [Cl:1][C:2]1[N:7]=[C:6](Cl)[CH:5]=[C:4]([Cl:9])[N:3]=1.[NH:10]1[CH2:15][CH2:14][CH2:13][CH2:12][CH2:11]1.C(N(CC)C(C)C)(C)C, predict the reaction product. (3) Given the reactants C[O:2][C:3]([C:5]1[CH:6]=[CH:7][C:8]2[N:9]([CH:19]3[CH2:25][CH:24]4[N:26]([CH3:27])[CH:21]([CH2:22][CH2:23]4)[CH2:20]3)[C:10]3[C:15]([O:16][C:17]=2[CH:18]=1)=[CH:14][CH:13]=[CH:12][CH:11]=3)=[O:4].[OH-].[Na+], predict the reaction product. The product is: [CH3:27][N:26]1[CH:24]2[CH2:23][CH2:22][CH:21]1[CH2:20][CH:19]([N:9]1[C:8]3[CH:7]=[CH:6][C:5]([C:3]([OH:4])=[O:2])=[CH:18][C:17]=3[O:16][C:15]3[C:10]1=[CH:11][CH:12]=[CH:13][CH:14]=3)[CH2:25]2. (4) Given the reactants [NH2:1][CH2:2][CH2:3][CH2:4][CH2:5][CH2:6][OH:7].[Cl:8][C:9]1[C:14]([N+:15]([O-:17])=[O:16])=[C:13](Cl)[C:12]([CH3:19])=[C:11]([CH3:20])[N:10]=1, predict the reaction product. The product is: [Cl:8][C:9]1[C:14]([N+:15]([O-:17])=[O:16])=[C:13]([NH:1][CH2:2][CH2:3][CH2:4][CH2:5][CH2:6][OH:7])[C:12]([CH3:19])=[C:11]([CH3:20])[N:10]=1.